This data is from Peptide-MHC class II binding affinity with 134,281 pairs from IEDB. The task is: Regression. Given a peptide amino acid sequence and an MHC pseudo amino acid sequence, predict their binding affinity value. This is MHC class II binding data. The peptide sequence is IAFFRKEPLKECGGI. The MHC is HLA-DQA10102-DQB10502 with pseudo-sequence HLA-DQA10102-DQB10502. The binding affinity (normalized) is 0.403.